Dataset: Experimentally validated miRNA-target interactions with 360,000+ pairs, plus equal number of negative samples. Task: Binary Classification. Given a miRNA mature sequence and a target amino acid sequence, predict their likelihood of interaction. (1) The miRNA is hsa-miR-6814-3p with sequence ACUCGCAUCCUUCCCUUGGCAG. The protein sequence of the target gene is MSRRKQGNPQHLSQRELITPEADHVEATILEEDEGLEIEEPSSLGLMVGGPDPDLLTCGQCQMNFPLGDILVFIEHKKKQCGGLGPCYDKVLDKSSPPPSSRSELRRVSEPVEIGIQVTPDEDDHLLSPTKGICPKQENIAGPCRPAQLPSMAPIAASSSHPPTSVITSPLRALGVLPPCFPLPCCGARPISGDGTQGEGQMEAPFGCQCELSGKDEPSSYICTTCKQPFNSAWFLLQHAQNTHGFRIYLEPGPASTSLTPRLTIPPPLGPETVAQSPLMNFLGDSNPFNLLRMTGPILR.... Result: 0 (no interaction). (2) The protein sequence of the target gene is MPPRELSEAEPPPLPASTPPPRRRSAPPELGIKCVLVGDGAVGKSSLIVSYTCNGYPARYRPTALDTFSVQVLVDGAPVRIELWDTAGQEDFDRLRSLCYPDTDVFLACFSVVQPSSFQNITEKWLPEIRTHNPQAPVLLVGTQADLRDDVNVLIQLDQGGREGPVPQPQAQGLAEKIRACCYLECSALTQKNLKEVFDSAILSAIEHKARLEKKLNAKGVRTLSRCRWKKFFCFV. The miRNA is mmu-miR-453 with sequence AGGUUGCCUCAUAGUGAGCUUGCA. Result: 0 (no interaction). (3) The miRNA is hsa-miR-3680-3p with sequence UUUUGCAUGACCCUGGGAGUAGG. The protein sequence of the target gene is MAMAPSSSLPQVYPSHVVVAVWEWQDGLGIWHPYSATVCSFIEQHFVRQRGQHFGLGSLAHSIPLGQADPSLAPYIIDLPSWTQFRQNTGTMRSVRRHLFSQNSAPGQGIVWEWLGDDGSWVAYEARICDYLEQQVARGIQVVDLAPLGYNYTVNYATLTQTNKTSSFCRSVRRQVGPVYPVTSDIAVPRQMGLICFCQQCLHGSGTGPVSGRYRHSMTNLPAYPAPQAPHRTTTVSGAHQAFAPYNKPSLSGARSAPRLNTTNPWAAAPPVAGNQSLFHSSLSHLGPQLLPSGPSTSSG.... Result: 0 (no interaction). (4) The miRNA is hsa-miR-302c-3p with sequence UAAGUGCUUCCAUGUUUCAGUGG. The protein sequence of the target gene is MTSPSPRIQIISTDSAVASPQRIQIVTDQQTGQKIQIVTAVDASGSPKQQFILTSPDGAGTGKVILASPETSSAKQLIFTTSDNLVPGRIQIVTDSASVERLLGKTDVQRPQVVEYCVVCGDKASGRHYGAVSCEGCKGFFKRSVRKNLTYSCRSNQDCIINKHHRNRCQFCRLKKCLEMGMKMESVQSERKPFDVQREKPSNCAASTEKIYIRKDLRSPLIATPTFVADKDGARQTGLLDPGMLVNIQQPLIREDGTVLLATDSKAETSQGALGTLANVVTSLANLSESLNNGDTSEIQ.... Result: 1 (interaction). (5) The miRNA is hsa-miR-6075 with sequence ACGGCCCAGGCGGCAUUGGUG. The protein sequence of the target gene is MRKGALKDPEIADLFFKDDPEELFIDLHEIGHGSFGAVYFATNAHTNEVVAVKKMSYSGKQTHEKWQDILKEVKFLQQLKHPNTIEYKGCYLKEHTAWLVMEYCLGSASDLLEVHKKPLQEVEIAAITHGALQGLAYLHFHSLIHRDIKAGNILLTEPGQVKLADFGSASMASPANSFVGTPYWMAPEVILAMDEGQYDGKVDIWSLGITCIELAERKPPLFNMNAMSALYHIAQNDSPTLQSREWTDSFRRFVDYCLHKIPQERPAAVELLRHDFIRRERPPKVLIDLIQRTKDAVREL.... Result: 0 (no interaction).